From a dataset of Full USPTO retrosynthesis dataset with 1.9M reactions from patents (1976-2016). Predict the reactants needed to synthesize the given product. (1) Given the product [Br:1][C:2]1[CH:3]=[C:4]2[N:10]([S:11]([C:14]3[CH:19]=[CH:18][CH:17]=[C:16]([F:20])[CH:15]=3)(=[O:13])=[O:12])[CH:9]=[C:8]([CH2:21][NH:24][CH3:23])[C:5]2=[N:6][CH:7]=1, predict the reactants needed to synthesize it. The reactants are: [Br:1][C:2]1[CH:3]=[C:4]2[N:10]([S:11]([C:14]3[CH:19]=[CH:18][CH:17]=[C:16]([F:20])[CH:15]=3)(=[O:13])=[O:12])[CH:9]=[C:8]([CH:21]=O)[C:5]2=[N:6][CH:7]=1.[C:23]([BH3-])#[N:24].[Na+].CN.O1CCCC1.C(=O)(O)[O-].[Na+]. (2) Given the product [CH2:15]([NH:14][C:12]([NH:11][C:9]1[N:10]=[C:4]2[CH:3]=[C:2]([C:25]3[CH:24]=[N:23][CH:28]=[CH:27][CH:26]=3)[CH:7]=[CH:6][N:5]2[N:8]=1)=[O:13])[CH3:16], predict the reactants needed to synthesize it. The reactants are: Br[C:2]1[CH:7]=[CH:6][N:5]2[N:8]=[C:9]([NH:11][C:12]([NH:14][CH2:15][CH3:16])=[O:13])[N:10]=[C:4]2[CH:3]=1.C([O-])([O-])=O.[Na+].[Na+].[N:23]1[CH:28]=[CH:27][CH:26]=[C:25](B(O)O)[CH:24]=1. (3) Given the product [NH2:30][C:14]1[N:15]=[CH:16][C:17]([C:19]2[CH:20]=[N:21][N:22]([CH:24]3[CH2:29][CH2:28][N:27]([C:35](=[O:36])[CH2:34][N:32]([CH3:33])[CH3:31])[CH2:26][CH2:25]3)[CH:23]=2)=[N:18][C:13]=1[O:12][C@@H:10]([C:3]1[C:4]([Cl:9])=[CH:5][CH:6]=[C:7]([F:8])[C:2]=1[Cl:1])[CH3:11], predict the reactants needed to synthesize it. The reactants are: [Cl:1][C:2]1[C:7]([F:8])=[CH:6][CH:5]=[C:4]([Cl:9])[C:3]=1[C@H:10]([O:12][C:13]1[C:14]([NH2:30])=[N:15][CH:16]=[C:17]([C:19]2[CH:20]=[N:21][N:22]([CH:24]3[CH2:29][CH2:28][NH:27][CH2:26][CH2:25]3)[CH:23]=2)[N:18]=1)[CH3:11].[CH3:31][N:32]([CH2:34][C:35](O)=[O:36])[CH3:33].C1C=CC2N(O)N=NC=2C=1.C(Cl)CCl.C(N(CC)CC)C.BrC1N=C(O[C@@H](C2C(Cl)=CC=C(F)C=2Cl)C)C(N)=NC=1. (4) Given the product [CH3:29][N:24]1[C:23]2[NH:22][C:21]3[CH:30]=[C:31]([CH3:34])[CH:32]=[CH:33][C:20]=3[N:19]([C:17]([C:14]3[CH:15]=[CH:16][C:11]([CH2:10][NH:9][S:4]([CH2:1][CH2:2][CH3:3])(=[O:6])=[O:5])=[C:12]([F:35])[CH:13]=3)=[O:18])[CH2:28][C:27]=2[CH:26]=[N:25]1, predict the reactants needed to synthesize it. The reactants are: [CH2:1]([S:4](Cl)(=[O:6])=[O:5])[CH2:2][CH3:3].Cl.[NH2:9][CH2:10][C:11]1[CH:16]=[CH:15][C:14]([C:17]([N:19]2[CH2:28][C:27]3[CH:26]=[N:25][N:24]([CH3:29])[C:23]=3[NH:22][C:21]3[CH:30]=[C:31]([CH3:34])[CH:32]=[CH:33][C:20]2=3)=[O:18])=[CH:13][C:12]=1[F:35].C(N(CC)CC)C. (5) The reactants are: [O:1]1CC[CH2:3][CH2:2]1.[H-].[Na+].[CH3:8][O:9][C:10]1[CH:15]=[CH:14][C:13]([C:16](=[O:18])[CH3:17])=[CH:12][C:11]=1[CH3:19].Cl. Given the product [CH3:8][O:9][C:10]1[CH:15]=[CH:14][C:13]([C:16](=[O:18])[CH2:17][C:2](=[O:1])[CH3:3])=[CH:12][C:11]=1[CH3:19], predict the reactants needed to synthesize it. (6) Given the product [Cl:29][C:30]1[N:31]=[CH:32][N:33]=[C:34]([N:18]2[CH2:17][CH2:16][CH:15]([CH2:14][N:13]3[CH2:12][C:11]4[C:6](=[CH:7][CH:8]=[CH:9][CH:10]=4)[NH:5][C:4]3=[O:3])[CH2:20][CH2:19]2)[C:35]=1[O:36][CH3:37], predict the reactants needed to synthesize it. The reactants are: Cl.Cl.[O:3]=[C:4]1[N:13]([CH2:14][CH:15]2[CH2:20][CH2:19][NH:18][CH2:17][CH2:16]2)[CH2:12][C:11]2[C:6](=[CH:7][CH:8]=[CH:9][CH:10]=2)[N:5]1C1C=CN=C(C#N)C=1.[Cl:29][C:30]1[C:35]([O:36][CH3:37])=[C:34](Cl)[N:33]=[CH:32][N:31]=1. (7) Given the product [CH2:17]([O:16][C:12](=[O:15])[CH2:13][NH:1][CH2:2][CH2:3][CH2:4][N:5]1[CH2:6][CH2:7][N:8]([CH3:11])[CH2:9][CH2:10]1)[CH3:18], predict the reactants needed to synthesize it. The reactants are: [NH2:1][CH2:2][CH2:3][CH2:4][N:5]1[CH2:10][CH2:9][N:8]([CH3:11])[CH2:7][CH2:6]1.[C:12]([O:16][CH2:17][CH3:18])(=[O:15])[CH:13]=O.CC(O)=O.[BH3-]C#N.[Na+].